From a dataset of Peptide-MHC class II binding affinity with 134,281 pairs from IEDB. Regression. Given a peptide amino acid sequence and an MHC pseudo amino acid sequence, predict their binding affinity value. This is MHC class II binding data. (1) The peptide sequence is TKPEACSGEPVVVHI. The MHC is HLA-DQA10401-DQB10402 with pseudo-sequence HLA-DQA10401-DQB10402. The binding affinity (normalized) is 0.0199. (2) The binding affinity (normalized) is 0.304. The MHC is DRB1_0401 with pseudo-sequence DRB1_0401. The peptide sequence is SPEIKEEFVKIVQKRG. (3) The peptide sequence is MKGVERLAVMGDTAW. The MHC is DRB3_0101 with pseudo-sequence DRB3_0101. The binding affinity (normalized) is 0.459. (4) The peptide sequence is FDPYGATISATPESA. The MHC is DRB1_1602 with pseudo-sequence DRB1_1602. The binding affinity (normalized) is 0.932. (5) The peptide sequence is AVKPAAEEVKVIPAG. The MHC is DRB3_0101 with pseudo-sequence DRB3_0101. The binding affinity (normalized) is 0.0956. (6) The peptide sequence is TWAYHGSYEVKATGSA. The binding affinity (normalized) is 0.816. The MHC is DRB1_0701 with pseudo-sequence DRB1_0701. (7) The peptide sequence is SEAQKAAKPAAAATA. The MHC is HLA-DPA10201-DPB10501 with pseudo-sequence HLA-DPA10201-DPB10501. The binding affinity (normalized) is 0. (8) The peptide sequence is ILPIAEMSVVAMEFG. The MHC is DRB1_1201 with pseudo-sequence DRB1_1201. The binding affinity (normalized) is 0.414. (9) The peptide sequence is YPIEHGIVTNWDDM. The MHC is DRB1_0404 with pseudo-sequence DRB1_0404. The binding affinity (normalized) is 0.